From a dataset of Full USPTO retrosynthesis dataset with 1.9M reactions from patents (1976-2016). Predict the reactants needed to synthesize the given product. Given the product [CH3:1][C:2]1[CH:7]=[CH:6][CH:5]=[C:4]([CH3:8])[C:3]=1[S:9][C:18]1[CH:23]=[CH:22][CH:21]=[CH:20][CH:19]=1, predict the reactants needed to synthesize it. The reactants are: [CH3:1][C:2]1[CH:7]=[CH:6][CH:5]=[C:4]([CH3:8])[C:3]=1[SH:9].C1C(=O)N(Cl)C(=O)C1.[C:18]1([Zn]Br)[CH:23]=[CH:22][CH:21]=[CH:20][CH:19]=1.